Predict which catalyst facilitates the given reaction. From a dataset of Catalyst prediction with 721,799 reactions and 888 catalyst types from USPTO. (1) Reactant: [NH2:1][C:2]1[C:11]([F:12])=[C:10]([F:13])[C:9]2[O:14][CH2:15][C@H:16]([CH3:17])[N:7]3[C:8]=2[C:3]=1[C:4](=[O:21])[C:5]([C:18]([NH2:20])=O)=[CH:6]3.C(N(CC)CC)C.O=P(Cl)(Cl)Cl.N#N. Product: [NH2:1][C:2]1[C:11]([F:12])=[C:10]([F:13])[C:9]2[O:14][CH2:15][C@H:16]([CH3:17])[N:7]3[C:8]=2[C:3]=1[C:4](=[O:21])[C:5]([C:18]#[N:20])=[CH:6]3. The catalyst class is: 2. (2) Reactant: [CH3:1][C:2]1[CH:11]=[CH:10][C:9]2[C:4](=[CH:5][C:6]3[CH2:16][CH2:15][NH:14][CH2:13][CH2:12][C:7]=3[CH:8]=2)[N:3]=1.ClC1C=CC2C(=CC3CCN([C:33](=[O:38])[C:34]([F:37])([F:36])[F:35])CCC=3C=2)N=1.C[Sn](C)(C)C.C(=O)([O-])[O-:45].[K+].[K+]. Product: [F:35][C:34]([F:37])([F:36])[C:33]([OH:38])=[O:45].[CH3:1][C:2]1[CH:11]=[CH:10][C:9]2[C:4](=[CH:5][C:6]3[CH2:16][CH2:15][NH:14][CH2:13][CH2:12][C:7]=3[CH:8]=2)[N:3]=1. The catalyst class is: 109.